This data is from Reaction yield outcomes from USPTO patents with 853,638 reactions. The task is: Predict the reaction yield, written as a fraction of the theoretical maximum amount of product (1.0 means a 100% yield; for example, 0.34 means a 34% yield). The reactants are [CH3:1][C:2]1[NH:3][C:4]2[C:9]([C:10]=1[C:11]([OH:13])=O)=[CH:8][CH:7]=[CH:6][CH:5]=2.C(Cl)CCl.C1C=CC2N(O)N=NC=2C=1.CCN(CC)CC.[CH2:35]([C:42]1([OH:48])[CH2:47][CH2:46][NH:45][CH2:44][CH2:43]1)[C:36]1[CH:41]=[CH:40][CH:39]=[CH:38][CH:37]=1. The catalyst is C(Cl)Cl. The product is [CH2:35]([C:42]1([OH:48])[CH2:47][CH2:46][N:45]([C:11]([C:10]2[C:9]3[C:4](=[CH:5][CH:6]=[CH:7][CH:8]=3)[NH:3][C:2]=2[CH3:1])=[O:13])[CH2:44][CH2:43]1)[C:36]1[CH:37]=[CH:38][CH:39]=[CH:40][CH:41]=1. The yield is 0.750.